Dataset: Full USPTO retrosynthesis dataset with 1.9M reactions from patents (1976-2016). Task: Predict the reactants needed to synthesize the given product. (1) Given the product [F:1][C:2]1[CH:3]=[CH:4][C:5]([CH2:6][N:7]2[C:11]3=[CH:12][N:13]=[C:14]([C:16]([N:25]([OH:26])[CH2:22][CH2:23][CH3:24])=[O:18])[CH:15]=[C:10]3[CH:9]=[CH:8]2)=[CH:19][CH:20]=1, predict the reactants needed to synthesize it. The reactants are: [F:1][C:2]1[CH:20]=[CH:19][C:5]([CH2:6][N:7]2[C:11]3=[CH:12][N:13]=[C:14]([C:16]([OH:18])=O)[CH:15]=[C:10]3[CH:9]=[CH:8]2)=[CH:4][CH:3]=1.Cl.[CH2:22]([NH:25][OH:26])[CH2:23][CH3:24]. (2) Given the product [NH2:4][C:5]1[CH:13]=[CH:12][C:8]([C:9]([OH:11])=[O:10])=[C:7]([CH3:14])[C:6]=1[N+:15]([O-:17])=[O:16], predict the reactants needed to synthesize it. The reactants are: C([NH:4][C:5]1[CH:13]=[CH:12][C:8]([C:9]([OH:11])=[O:10])=[C:7]([CH3:14])[CH:6]=1)(=O)C.[N+:15]([O-])([OH:17])=[O:16]. (3) The reactants are: Cl.[NH2:2][C:3]1[CH:16]=[C:15]2[C:6]([O:7][C:8]3[C:9]([C:17]4[NH:22][C:21](=[O:23])[CH:20]=[C:19]([N:24]5[CH2:29][CH2:28][O:27][CH2:26][CH2:25]5)[CH:18]=4)=[CH:10][CH:11]=[CH:12][C:13]=3[CH2:14]2)=[CH:5][CH:4]=1.[Br:30][C:31]1[CH:36]=[CH:35][N:34]=[C:33]([C:37](O)=[O:38])[CH:32]=1.Cl.C(N=C=NCCCN(C)C)C.ON1C2C=CC=CC=2N=N1.C(N(CC)C(C)C)(C)C. Given the product [Br:30][C:31]1[CH:36]=[CH:35][N:34]=[C:33]([C:37]([NH:2][C:3]2[CH:4]=[CH:5][C:6]3[O:7][C:8]4[C:13](=[CH:12][CH:11]=[CH:10][C:9]=4[C:17]4[NH:22][C:21](=[O:23])[CH:20]=[C:19]([N:24]5[CH2:29][CH2:28][O:27][CH2:26][CH2:25]5)[CH:18]=4)[CH2:14][C:15]=3[CH:16]=2)=[O:38])[CH:32]=1, predict the reactants needed to synthesize it.